This data is from Catalyst prediction with 721,799 reactions and 888 catalyst types from USPTO. The task is: Predict which catalyst facilitates the given reaction. Reactant: [CH:1]1([CH2:4][OH:5])[CH2:3][CH2:2]1.[H-].[Na+].Br.Cl[C:10]1[CH:11]=[C:12]([CH3:20])[C:13]2[N:14]([C:16]([NH2:19])=[N:17][N:18]=2)[N:15]=1. Product: [CH:1]1([CH2:4][O:5][C:10]2[CH:11]=[C:12]([CH3:20])[C:13]3[N:14]([C:16]([NH2:19])=[N:17][N:18]=3)[N:15]=2)[CH2:3][CH2:2]1. The catalyst class is: 3.